Dataset: Experimentally validated miRNA-target interactions with 360,000+ pairs, plus equal number of negative samples. Task: Binary Classification. Given a miRNA mature sequence and a target amino acid sequence, predict their likelihood of interaction. (1) The miRNA is mmu-miR-5122 with sequence CCGCGGGACCCGGGGCUGUG. The protein sequence of the target gene is MEASGGVGGAFLKDVVAYVEVWSSKGTENYSRTFAKQLEDMGATVSKTLNKQVTHVIFKDGYQSTWDKAQKTGAKLVSVLWVEKCRMAGALVDESLFPAVNTDEHLPNLSRKKHKCMQPKDFILKTPENDKRLQKKFEKMAEELQRQKAALDDDVPVLLFESPRSLVYSSPVNVMKRRLQDMKEKRENLSPTSSQMLEQSQQNPCVSLFETSLNISHQPLSSDESFASGSHSSFGDSCGDQERKLGRSANEMTTVTCPSSPVLRASSFYGSASPNHLRQPRPQKAPDSPSKESINCQKDA.... Result: 0 (no interaction). (2) The miRNA is hsa-miR-6888-3p with sequence AUCUGUCUCGAUUGUUUCCAG. The protein sequence of the target gene is MSLVLLSLAALCRSAVPREPTVQCGSETGPSPEWMLQHDLIPGDLRDLRVEPVTTSVATGDYSILMNVSWVLRADASIRLLKATKICVTGKSNFQSYSCVRCNYTEAFQTQTRPSGGKWTFSYIGFPVELNTVYFIGAHNIPNANMNEDGPSMSVNFTSPGCLDHIMKYKKKCVKAGSLWDPNITACKKNEETVEVNFTTTPLGNRYMALIQHSTIIGFSQVFEPHQKKQTRASVVIPVTGDSEGATVQLTPYFPTCGSDCIRHKGTVVLCPQTGVPFPLDNNKSKPGGWLPLLLLSLLV.... Result: 1 (interaction).